This data is from Reaction yield outcomes from USPTO patents with 853,638 reactions. The task is: Predict the reaction yield, written as a fraction of the theoretical maximum amount of product (1.0 means a 100% yield; for example, 0.34 means a 34% yield). (1) The reactants are [NH2:1][C:2]1[CH:11]=[CH:10][C:5]([C:6]([O:8][CH3:9])=[O:7])=[CH:4][CH:3]=1.C(N(C(C)C)CC)(C)C.[F:21][C:22]1[CH:30]=[C:29]([C:31]([F:34])([F:33])[F:32])[CH:28]=[C:27]([C:35]([F:38])([F:37])[F:36])[C:23]=1[C:24](Cl)=[O:25]. The catalyst is CN(C=O)C.ClCCl.C(OCC)(=O)C. The product is [F:21][C:22]1[CH:30]=[C:29]([C:31]([F:33])([F:34])[F:32])[CH:28]=[C:27]([C:35]([F:36])([F:37])[F:38])[C:23]=1[C:24]([NH:1][C:2]1[CH:3]=[CH:4][C:5]([C:6]([O:8][CH3:9])=[O:7])=[CH:10][CH:11]=1)=[O:25]. The yield is 0.330. (2) The reactants are CC([O-])(C)C.[Na+].[NH:7]1[C:15]2[C:10](=[CH:11][CH:12]=[CH:13][CH:14]=2)[CH:9]=[CH:8]1.Br[C:17]1[CH:22]=[CH:21][C:20]([CH3:23])=[CH:19][CH:18]=1. The catalyst is C1C=CC(/C=C/C(/C=C/C2C=CC=CC=2)=O)=CC=1.C1C=CC(/C=C/C(/C=C/C2C=CC=CC=2)=O)=CC=1.C1C=CC(/C=C/C(/C=C/C2C=CC=CC=2)=O)=CC=1.[Pd].[Pd].C1(C)C=CC=CC=1. The product is [CH3:23][C:20]1[CH:21]=[CH:22][C:17]([N:7]2[C:15]3[C:10](=[CH:11][CH:12]=[CH:13][CH:14]=3)[CH:9]=[CH:8]2)=[CH:18][CH:19]=1. The yield is 0.940. (3) The reactants are [CH:1]([C:3]1[CH:26]=[C:25]([O:27][CH3:28])[CH:24]=[CH:23][C:4]=1[O:5][CH2:6][C:7]1[CH:15]=[CH:14][CH:13]=[C:12]2[C:8]=1[CH:9]=[N:10][N:11]2C(OC(C)(C)C)=O)=[O:2].C(O)(C(F)(F)F)=O. The catalyst is C(Cl)Cl. The product is [NH:11]1[C:12]2[C:8](=[C:7]([CH2:6][O:5][C:4]3[CH:23]=[CH:24][C:25]([O:27][CH3:28])=[CH:26][C:3]=3[CH:1]=[O:2])[CH:15]=[CH:14][CH:13]=2)[CH:9]=[N:10]1. The yield is 0.770.